From a dataset of Full USPTO retrosynthesis dataset with 1.9M reactions from patents (1976-2016). Predict the reactants needed to synthesize the given product. (1) Given the product [NH:18]([C:8](=[O:9])[CH2:7][NH:6][C:4](=[O:5])[C:3]1[CH:13]=[CH:14][C:15]([OH:17])=[CH:16][C:2]=1[OH:1])[NH2:19], predict the reactants needed to synthesize it. The reactants are: [OH:1][C:2]1[CH:16]=[C:15]([OH:17])[CH:14]=[CH:13][C:3]=1[C:4]([NH:6][CH2:7][C:8](OCC)=[O:9])=[O:5].[NH2:18][NH2:19]. (2) Given the product [CH3:2][O:3][C:4](=[O:10])[C@@H:5]([NH2:9])[CH:6]([CH3:8])[CH3:7], predict the reactants needed to synthesize it. The reactants are: Cl.[CH3:2][O:3][C:4](=[O:10])[C@@H:5]([NH2:9])[CH:6]([CH3:8])[CH3:7].C(=O)([O-])O.[Na+].ClCCl. (3) The reactants are: [CH2:1]([NH:8][CH2:9][C:10]([C:12]1[CH:17]=[CH:16][C:15]([O:18][CH3:19])=[CH:14][CH:13]=1)=[O:11])[C:2]1[CH:7]=[CH:6][CH:5]=[CH:4][CH:3]=1.[BH4-].[Na+]. Given the product [CH2:1]([NH:8][CH2:9][CH:10]([C:12]1[CH:13]=[CH:14][C:15]([O:18][CH3:19])=[CH:16][CH:17]=1)[OH:11])[C:2]1[CH:3]=[CH:4][CH:5]=[CH:6][CH:7]=1, predict the reactants needed to synthesize it. (4) Given the product [Cl:21][C:22]1[CH:23]=[CH:24][C:25]([C:28]2[CH:29]=[CH:30][C:31]([C:34]#[C:35][C:2]3[CH:15]=[CH:14][C:5]([O:6][CH2:7][CH2:8][N:9]4[CH2:13][CH2:12][CH2:11][CH2:10]4)=[C:4]([O:16][C:17]([F:20])([F:19])[F:18])[CH:3]=3)=[N:32][CH:33]=2)=[CH:26][CH:27]=1, predict the reactants needed to synthesize it. The reactants are: I[C:2]1[CH:15]=[CH:14][C:5]([O:6][CH2:7][CH2:8][N:9]2[CH2:13][CH2:12][CH2:11][CH2:10]2)=[C:4]([O:16][C:17]([F:20])([F:19])[F:18])[CH:3]=1.[Cl:21][C:22]1[CH:27]=[CH:26][C:25]([C:28]2[CH:29]=[CH:30][C:31]([C:34]#[CH:35])=[N:32][CH:33]=2)=[CH:24][CH:23]=1. (5) The reactants are: [CH:1]([N-:4]C(C)C)(C)C.[Li+].[Cl:9][C:10]1[CH:15]=[CH:14][C:13]([N:16]2[CH:20]=[C:19]([C:21]([O:23][C:24]([CH3:27])([CH3:26])[CH3:25])=[O:22])[N:18]=[C:17]2[C:28]2[CH:33]=[CH:32][C:31]([Cl:34])=[CH:30][C:29]=2[Cl:35])=[CH:12][CH:11]=1.C1(C)C=CC(S(C#N)(=O)=O)=CC=1.C(OCC)C. Given the product [Cl:9][C:10]1[CH:15]=[CH:14][C:13]([N:16]2[C:20]([C:1]#[N:4])=[C:19]([C:21]([O:23][C:24]([CH3:25])([CH3:26])[CH3:27])=[O:22])[N:18]=[C:17]2[C:28]2[CH:33]=[CH:32][C:31]([Cl:34])=[CH:30][C:29]=2[Cl:35])=[CH:12][CH:11]=1, predict the reactants needed to synthesize it.